This data is from Full USPTO retrosynthesis dataset with 1.9M reactions from patents (1976-2016). The task is: Predict the reactants needed to synthesize the given product. (1) Given the product [Cl:42][CH2:2][C:3]1[CH:8]=[CH:7][C:6]([CH2:9][NH:10][C:11](=[O:13])[CH3:12])=[C:5]([N+:14]([O-:16])=[O:15])[CH:4]=1, predict the reactants needed to synthesize it. The reactants are: O[CH2:2][C:3]1[CH:8]=[CH:7][C:6]([CH2:9][NH:10][C:11](=[O:13])[CH3:12])=[C:5]([N+:14]([O-:16])=[O:15])[CH:4]=1.C(N(CC)CC)C.CN(C1C=CC=CN=1)C.C1(C)C=CC(S([Cl:42])(=O)=O)=CC=1. (2) Given the product [CH3:31][N:32]([CH3:38])[C@H:33]1[CH2:37][CH2:36][N:35]([C:2]2[C:3]([C:18]3[CH:23]=[CH:22][CH:21]=[CH:20][CH:19]=3)=[C:4]([CH3:17])[C:5]([C:15]#[N:16])=[C:6]3[C:10]=2[O:9][C:8]([C:11]([OH:14])([CH3:13])[CH3:12])=[N:7]3)[CH2:34]1, predict the reactants needed to synthesize it. The reactants are: F[C:2]1[C:3]([C:18]2[CH:23]=[CH:22][CH:21]=[CH:20][CH:19]=2)=[C:4]([CH3:17])[C:5]([C:15]#[N:16])=[C:6]2[C:10]=1[O:9][C:8]([C:11]([OH:14])([CH3:13])[CH3:12])=[N:7]2.C(N(CC)CC)C.[CH3:31][N:32]([CH3:38])[C@H:33]1[CH2:37][CH2:36][NH:35][CH2:34]1.C(OCC)(=O)C. (3) Given the product [ClH:15].[ClH:15].[Br:3][C:4]1[CH:5]=[C:6]2[C:10](=[CH:11][C:12]=1[CH3:13])[NH:9][C:8]([OH:14])=[C:7]2[C:16]1[C:25]2[C:20](=[CH:21][C:22]([O:26][CH2:27][CH2:28][CH2:29][N:30]3[CH2:35][CH2:34][O:33][CH2:32][CH2:31]3)=[CH:23][CH:24]=2)[N:19]=[CH:18][N:17]=1, predict the reactants needed to synthesize it. The reactants are: [H-].[Na+].[Br:3][C:4]1[CH:5]=[C:6]2[C:10](=[CH:11][C:12]=1[CH3:13])[NH:9][C:8](=[O:14])[CH2:7]2.[Cl:15][C:16]1[C:25]2[C:20](=[CH:21][C:22]([O:26][CH2:27][CH2:28][CH2:29][N:30]3[CH2:35][CH2:34][O:33][CH2:32][CH2:31]3)=[CH:23][CH:24]=2)[N:19]=[CH:18][N:17]=1. (4) Given the product [F:22][C:16]1[CH:15]=[C:14]([C:7]2[C:6]3[C:10](=[C:2]([C:24]4[CH:29]=[CH:28][CH:27]=[CH:26][CH:25]=4)[CH:3]=[CH:4][CH:5]=3)[N:9]([CH2:11][CH2:12][CH3:13])[N:8]=2)[CH:19]=[CH:18][C:17]=1[O:20][CH3:21], predict the reactants needed to synthesize it. The reactants are: Cl[C:2]1[CH:3]=[CH:4][CH:5]=[C:6]2[C:10]=1[N:9]([CH2:11][CH2:12][CH3:13])[N:8]=[C:7]2[C:14]1[CH:19]=[CH:18][C:17]([O:20][CH3:21])=[C:16]([F:22])[CH:15]=1.Cl.[C:24]1([Mg]Br)[CH:29]=[CH:28][CH:27]=[CH:26][CH:25]=1. (5) Given the product [F:24][C:14]1[C:13]([CH:11]([C:8]2[N:6]3[N:7]=[C:2]([N:30]4[CH2:29][CH:28]([CH3:27])[NH:33][C:32](=[O:34])[CH2:31]4)[CH:3]=[CH:4][C:5]3=[N:10][CH:9]=2)[CH3:12])=[C:22]([F:23])[CH:21]=[C:20]2[C:15]=1[CH:16]=[CH:17][CH:18]=[N:19]2, predict the reactants needed to synthesize it. The reactants are: Cl[C:2]1[CH:3]=[CH:4][C:5]2[N:6]([C:8]([CH:11]([C:13]3[C:14]([F:24])=[C:15]4[C:20](=[CH:21][C:22]=3[F:23])[N:19]=[CH:18][CH:17]=[CH:16]4)[CH3:12])=[CH:9][N:10]=2)[N:7]=1.[F-].[K+].[CH3:27][CH:28]1[NH:33][C:32](=[O:34])[CH2:31][NH:30][CH2:29]1.